This data is from TCR-epitope binding with 47,182 pairs between 192 epitopes and 23,139 TCRs. The task is: Binary Classification. Given a T-cell receptor sequence (or CDR3 region) and an epitope sequence, predict whether binding occurs between them. (1) The epitope is YFPLQSYGF. The TCR CDR3 sequence is CASSPGTGNEQYF. Result: 0 (the TCR does not bind to the epitope). (2) The epitope is LVLSVNPYV. The TCR CDR3 sequence is CASSQDGLGYGYTF. Result: 0 (the TCR does not bind to the epitope). (3) The epitope is RQLLFVVEV. The TCR CDR3 sequence is CAISEGQGNQPQHF. Result: 0 (the TCR does not bind to the epitope). (4) The epitope is KLMNIQQKL. The TCR CDR3 sequence is CASSLMGVGQETQYF. Result: 0 (the TCR does not bind to the epitope). (5) The epitope is LQPFPQPELPYPQPQ. The TCR CDR3 sequence is CATSDLDEQYF. Result: 0 (the TCR does not bind to the epitope).